Task: Predict the reactants needed to synthesize the given product.. Dataset: Retrosynthesis with 50K atom-mapped reactions and 10 reaction types from USPTO (1) Given the product COC(=O)c1ccncc1C(=O)Cc1ccc(Cl)cc1, predict the reactants needed to synthesize it. The reactants are: COC(=O)c1ccncc1C(=O)C(C(=O)OC(C)(C)C)c1ccc(Cl)cc1. (2) The reactants are: CCN.Fc1ccc(-c2ccc3nc(Cl)nc(Cl)c3n2)cc1. Given the product CCNc1nc(Cl)nc2ccc(-c3ccc(F)cc3)nc12, predict the reactants needed to synthesize it.